Dataset: Tyrosyl-DNA phosphodiesterase HTS with 341,365 compounds. Task: Binary Classification. Given a drug SMILES string, predict its activity (active/inactive) in a high-throughput screening assay against a specified biological target. (1) The drug is S(=O)(=O)(N1CCN(CC1)C(=O)C)c1cc(ccc1)C(=O)Nc1ccc(OC(F)F)cc1. The result is 0 (inactive). (2) The compound is O=C1/C(=c2\nc(N3CCN(CC3)CC)cc([nH]2)C)C=CC=C1. The result is 0 (inactive). (3) The molecule is O1CCN(CC1)C(=O)C(/NC(=O)c1ccccc1)=C/c1oc(cc1)c1ccccc1. The result is 0 (inactive).